From a dataset of Full USPTO retrosynthesis dataset with 1.9M reactions from patents (1976-2016). Predict the reactants needed to synthesize the given product. (1) Given the product [OH:1][C:2]1([C:14]2[S:15][C:16]([C:19]3[CH:24]=[C:23]([NH:25][C:26]4[N:31]=[C:30]([CH3:32])[CH:29]=[CH:28][N:27]=4)[CH:22]=[C:21]([CH3:33])[N:20]=3)=[CH:17][N:18]=2)[CH2:7][CH2:6][CH:5]([C:8]([OH:10])=[O:9])[C:4]([CH3:13])([CH3:12])[CH2:3]1, predict the reactants needed to synthesize it. The reactants are: [OH:1][C:2]1([C:14]2[S:15][C:16]([C:19]3[CH:24]=[C:23]([NH:25][C:26]4[N:31]=[C:30]([CH3:32])[CH:29]=[CH:28][N:27]=4)[CH:22]=[C:21]([CH3:33])[N:20]=3)=[CH:17][N:18]=2)[CH2:7][CH2:6][CH:5]([C:8]([O:10]C)=[O:9])[C:4]([CH3:13])([CH3:12])[CH2:3]1.[OH-].[Na+].CO.Cl. (2) Given the product [Cl:8][C:6]1[N:7]=[C:2]([NH2:1])[N:3]=[C:4]2[NH:13][N:14]=[C:9]([CH3:10])[C:5]=12, predict the reactants needed to synthesize it. The reactants are: [NH2:1][C:2]1[N:7]=[C:6]([Cl:8])[C:5]([C:9](=O)[CH3:10])=[C:4](Cl)[N:3]=1.[NH2:13][NH2:14]. (3) Given the product [F:1][C:2]1[CH:3]=[CH:4][C:5]2[N:9]=[C:8]([C@@H:10]([NH:13][C:22]3[N:30]=[CH:29][N:28]=[C:27]4[C:23]=3[N:24]=[CH:25][NH:26]4)[CH2:11][CH3:12])[N:7]([C:14]3[CH:19]=[CH:18][CH:17]=[CH:16][N:15]=3)[C:6]=2[CH:20]=1, predict the reactants needed to synthesize it. The reactants are: [F:1][C:2]1[CH:3]=[CH:4][C:5]2[N:9]=[C:8]([C@@H:10]([NH2:13])[CH2:11][CH3:12])[N:7]([C:14]3[CH:19]=[CH:18][CH:17]=[CH:16][N:15]=3)[C:6]=2[CH:20]=1.Cl[C:22]1[N:30]=[CH:29][N:28]=[C:27]2[C:23]=1[N:24]=[CH:25][N:26]2C1CCCCO1.CCN(C(C)C)C(C)C.